Dataset: Catalyst prediction with 721,799 reactions and 888 catalyst types from USPTO. Task: Predict which catalyst facilitates the given reaction. (1) Reactant: S([N:11]=[N+:12]=[N-])(C1C=CC(C)=CC=1)(=O)=O.[C:14]([O:20][CH2:21][CH3:22])(=[O:19])[CH2:15][C:16]([CH3:18])=[O:17]. Product: [N+:11](=[C:15]([C:16](=[O:17])[CH3:18])[C:14]([O:20][CH2:21][CH3:22])=[O:19])=[N-:12]. The catalyst class is: 2. (2) Reactant: [CH2:1]([N:8]1[C:15]2[CH:16]=[C:17]([CH2:20][C:21]3[CH:22]=[C:23]([C:28]4(OC)[C@H:33]([OH:34])[C@@H:32]([OH:35])[C@H:31]([OH:36])[C@@H:30]([CH2:37][OH:38])[O:29]4)[CH:24]=[CH:25][C:26]=3[Cl:27])[CH:18]=[CH:19][C:14]=2[O:13][C:10]2([CH2:12][CH2:11]2)[CH2:9]1)[C:2]1[CH:7]=[CH:6][CH:5]=[CH:4][CH:3]=1.C([SiH](CC)CC)C.B(F)(F)F. Product: [CH2:1]([N:8]1[C:15]2[CH:16]=[C:17]([CH2:20][C:21]3[CH:22]=[C:23]([C@H:28]4[C@H:33]([OH:34])[C@@H:32]([OH:35])[C@H:31]([OH:36])[C@@H:30]([CH2:37][OH:38])[O:29]4)[CH:24]=[CH:25][C:26]=3[Cl:27])[CH:18]=[CH:19][C:14]=2[O:13][C:10]2([CH2:12][CH2:11]2)[CH2:9]1)[C:2]1[CH:3]=[CH:4][CH:5]=[CH:6][CH:7]=1. The catalyst class is: 245. (3) Reactant: [F:1][C:2]1[CH:7]=[CH:6][C:5]([N:8]2[CH2:13][CH2:12][NH:11][CH2:10][CH2:9]2)=[CH:4][CH:3]=1.Br[C:15]1[C:16]([C:23]2[CH:31]=[CH:30][C:26]([N:27]([CH3:29])[CH3:28])=[CH:25][CH:24]=2)=[N:17][C:18]([O:21][CH3:22])=[CH:19][CH:20]=1.CC1(C)C2C(=C(P(C3C=CC=CC=3)C3C=CC=CC=3)C=CC=2)OC2C(P(C3C=CC=CC=3)C3C=CC=CC=3)=CC=CC1=2.CC(C)([O-])C.[Na+]. Product: [F:1][C:2]1[CH:3]=[CH:4][C:5]([N:8]2[CH2:13][CH2:12][N:11]([C:15]3[C:16]([C:23]4[CH:24]=[CH:25][C:26]([N:27]([CH3:28])[CH3:29])=[CH:30][CH:31]=4)=[N:17][C:18]([O:21][CH3:22])=[CH:19][CH:20]=3)[CH2:10][CH2:9]2)=[CH:6][CH:7]=1. The catalyst class is: 187. (4) Reactant: [F:1][C:2]1[CH:24]=[CH:23][C:5]2[N:6]([C:14]3[C:15]([CH3:22])=[C:16]([CH:19]=[CH:20][CH:21]=3)[CH:17]=O)[C:7]([C@H:9]3[CH2:13][CH2:12][CH2:11][O:10]3)=[N:8][C:4]=2[CH:3]=1.[NH2:25][C:26]1[CH:39]=[CH:38][C:29]2[C@H:30]([CH2:33][C:34]([O:36][CH3:37])=[O:35])[CH2:31][O:32][C:28]=2[CH:27]=1.C(O[BH-](OC(=O)C)OC(=O)C)(=O)C.[Na+].[OH-].[Na+]. Product: [F:1][C:2]1[CH:24]=[CH:23][C:5]2[N:6]([C:14]3[C:15]([CH3:22])=[C:16]([CH:19]=[CH:20][CH:21]=3)[CH2:17][NH:25][C:26]3[CH:39]=[CH:38][C:29]4[C@H:30]([CH2:33][C:34]([O:36][CH3:37])=[O:35])[CH2:31][O:32][C:28]=4[CH:27]=3)[C:7]([C@H:9]3[CH2:13][CH2:12][CH2:11][O:10]3)=[N:8][C:4]=2[CH:3]=1. The catalyst class is: 477. (5) Product: [C:24]([OH:29])(=[O:28])[C:25]([OH:27])=[O:26].[CH3:1][C@H:2]1[N:7]2[C:8]3[C:9]([CH3:16])=[CH:10][CH:11]=[CH:12][C:13]=3[C:14]([CH3:15])=[C:6]2[CH2:5][NH:4][CH2:3]1. Reactant: [CH3:1][C@H:2]1[N:7]2[C:8]3[C:9]([CH3:16])=[CH:10][CH:11]=[CH:12][C:13]=3[C:14]([CH3:15])=[C:6]2[C:5](=O)[NH:4][CH2:3]1.[H-].[Al+3].[Li+].[H-].[H-].[H-].[C:24]([OH:29])(=[O:28])[C:25]([OH:27])=[O:26]. The catalyst class is: 28. (6) Reactant: [Cl:1][C:2]1[CH:7]=[C:6]([Cl:8])[N:5]=[C:4](S(C)(=O)=O)[N:3]=1.[OH:13][CH2:14][C:15]1([C:18]#[N:19])[CH2:17][CH2:16]1.[Li+].C[Si]([N-][Si](C)(C)C)(C)C.CCOC(C)=O. Product: [Cl:1][C:2]1[CH:7]=[C:6]([Cl:8])[N:5]=[C:4]([O:13][CH2:14][C:15]2([C:18]#[N:19])[CH2:17][CH2:16]2)[N:3]=1. The catalyst class is: 1. (7) Reactant: Cl.[CH3:2][O:3][C:4]1[CH:11]=[C:10]([O:12][CH3:13])[CH:9]=[CH:8][C:5]=1[CH2:6][NH2:7].[CH:14](Br)=[CH:15][CH3:16].[CH2:18](Cl)Cl. Product: [CH3:2][O:3][C:4]1[CH:11]=[C:10]([O:12][CH3:13])[CH:9]=[CH:8][C:5]=1[CH2:6][NH:7][CH2:14][C:15]([CH3:16])=[CH2:18]. The catalyst class is: 250. (8) Reactant: [Br:1][C:2]1[CH:3]=[C:4]([CH:9]=[CH:10][C:11]=1[CH2:12]Br)[C:5]([O:7][CH3:8])=[O:6].C(=O)([O-])[O-].[K+].[K+].[NH2:20][CH2:21][C@H:22]([OH:24])[CH3:23]. Product: [Br:1][C:2]1[CH:3]=[C:4]([CH:9]=[CH:10][C:11]=1[CH2:12][NH:20][CH2:21][C@H:22]([OH:24])[CH3:23])[C:5]([O:7][CH3:8])=[O:6]. The catalyst class is: 23.